Dataset: Forward reaction prediction with 1.9M reactions from USPTO patents (1976-2016). Task: Predict the product of the given reaction. (1) Given the reactants [NH2:1][C:2]1[CH:3]=[CH:4][C:5]([F:25])=[C:6]([C:8]2[N:9]=[C:10]3[N:15]=[CH:14][C:13]([NH:16][C:17](=[O:23])[O:18][C:19]([CH3:22])([CH3:21])[CH3:20])=[CH:12][N:11]3[CH:24]=2)[CH:7]=1.C(N(CC)CC)C.[C:33](OC(=O)C)(=[O:35])[CH3:34], predict the reaction product. The product is: [C:33]([NH:1][C:2]1[CH:3]=[CH:4][C:5]([F:25])=[C:6]([C:8]2[N:9]=[C:10]3[N:15]=[CH:14][C:13]([NH:16][C:17](=[O:23])[O:18][C:19]([CH3:21])([CH3:22])[CH3:20])=[CH:12][N:11]3[CH:24]=2)[CH:7]=1)(=[O:35])[CH3:34]. (2) Given the reactants [NH2:1][CH2:2][C:3]([NH:5][CH2:6][CH2:7][N:8]([CH2:25][CH2:26][NH:27][C:28](=[O:31])[CH2:29][NH2:30])[C:9](=[O:24])[C:10]1[C:18]([I:19])=[C:17]([NH:20][CH3:21])[C:16]([I:22])=[C:12]([C:13]([OH:15])=[O:14])[C:11]=1[I:23])=[O:4].[Br:32][CH:33]([CH3:37])[C:34](Br)=[O:35], predict the reaction product. The product is: [Br:32][CH:33]([CH3:37])[C:34]([NH:30][CH2:29][C:28]([NH:27][CH2:26][CH2:25][N:8]([CH2:7][CH2:6][NH:5][C:3](=[O:4])[CH2:2][NH:1][C:34](=[O:35])[CH:33]([Br:32])[CH3:37])[C:9](=[O:24])[C:10]1[C:18]([I:19])=[C:17]([NH:20][CH2:21][C:34](=[O:35])[CH:33]([Br:32])[CH3:37])[C:16]([I:22])=[C:12]([C:13]([OH:15])=[O:14])[C:11]=1[I:23])=[O:31])=[O:35].